Predict the product of the given reaction. From a dataset of Forward reaction prediction with 1.9M reactions from USPTO patents (1976-2016). (1) Given the reactants [CH2:1]([C:3]1[CH:8]=[CH:7][C:6](I)=[CH:5][CH:4]=1)[CH3:2].C1(P(C2C=CC=CC=2)C2C=CC=CC=2)C=CC=CC=1.[CH2:29]([OH:32])[C:30]#[CH:31].C(N(C(C)C)CC)(C)C, predict the reaction product. The product is: [CH2:1]([C:3]1[CH:8]=[CH:7][C:6]([C:31]#[C:30][CH2:29][OH:32])=[CH:5][CH:4]=1)[CH3:2]. (2) The product is: [Cl:26][C:23]1[CH:24]=[CH:25][C:20]([NH:1][C@H:2]2[C:11]3[C:6](=[CH:7][CH:8]=[CH:9][CH:10]=3)[N:5]([C:12](=[O:14])[CH3:13])[C@@H:4]([CH:15]3[CH2:17][CH2:16]3)[C@@H:3]2[CH3:18])=[N:21][CH:22]=1. Given the reactants [NH2:1][C@H:2]1[C:11]2[C:6](=[CH:7][CH:8]=[CH:9][CH:10]=2)[N:5]([C:12](=[O:14])[CH3:13])[C@@H:4]([CH:15]2[CH2:17][CH2:16]2)[C@@H:3]1[CH3:18].Br[C:20]1[CH:25]=[CH:24][C:23]([Cl:26])=[CH:22][N:21]=1.CN(C1C(C2C(P(C3CCCCC3)C3CCCCC3)=CC=CC=2)=CC=CC=1)C.CC(C)([O-])C.[Na+], predict the reaction product. (3) Given the reactants [Cl:1][C:2]1[CH:3]=[C:4]2[C:9](=[CH:10][C:11]=1[C:12]([OH:14])=O)[N:8]=[CH:7][N:6]=[C:5]2[NH:15][CH:16]([C:18]1[NH:22][C:21]2[CH:23]=[CH:24][C:25]([Cl:27])=[CH:26][C:20]=2[N:19]=1)[CH3:17].FC1C(OC(N(C)C)=[N+](C)C)=C(F)C(F)=C(F)C=1F.F[P-](F)(F)(F)(F)F.C(N(C(C)C)CC)(C)C.[OH:63][CH2:64][C@H:65]1[CH2:69][CH2:68][CH2:67][NH:66]1, predict the reaction product. The product is: [Cl:1][C:2]1[CH:3]=[C:4]2[C:9](=[CH:10][C:11]=1[C:12]([N:66]1[CH2:67][CH2:68][CH2:69][C@@H:65]1[CH2:64][OH:63])=[O:14])[N:8]=[CH:7][N:6]=[C:5]2[NH:15][CH:16]([C:18]1[NH:22][C:21]2[CH:23]=[CH:24][C:25]([Cl:27])=[CH:26][C:20]=2[N:19]=1)[CH3:17].